This data is from Full USPTO retrosynthesis dataset with 1.9M reactions from patents (1976-2016). The task is: Predict the reactants needed to synthesize the given product. (1) Given the product [F:12][C:13]1[CH:20]=[CH:19][CH:18]=[C:17]([F:21])[C:14]=1[CH2:15][O:1][C:2]1[CH:7]=[CH:6][C:5]([N+:8]([O-:10])=[O:9])=[CH:4][C:3]=1[I:11], predict the reactants needed to synthesize it. The reactants are: [OH:1][C:2]1[CH:7]=[CH:6][C:5]([N+:8]([O-:10])=[O:9])=[CH:4][C:3]=1[I:11].[F:12][C:13]1[CH:20]=[CH:19][CH:18]=[C:17]([F:21])[C:14]=1[CH2:15]Br. (2) Given the product [CH2:1]([N:3]1[CH2:4][CH2:5][N:6]([C:9]2[C:18]3[C:13](=[CH:14][CH:15]=[CH:16][CH:17]=3)[CH:12]=[C:11]([C:19]3[CH:20]=[CH:21][C:22]([OH:25])=[CH:23][CH:24]=3)[N:10]=2)[CH2:7][CH2:8]1)[CH3:2], predict the reactants needed to synthesize it. The reactants are: [CH2:1]([N:3]1[CH2:8][CH2:7][N:6]([C:9]2[C:18]3[C:13](=[CH:14][CH:15]=[CH:16][CH:17]=3)[CH:12]=[C:11]([C:19]3[CH:24]=[CH:23][C:22]([O:25]C)=[CH:21][CH:20]=3)[N:10]=2)[CH2:5][CH2:4]1)[CH3:2]. (3) Given the product [CH3:3][CH2:4][O:5][C:6]([CH:8]1[CH2:13][N:12]([C:14]([O:16][C:17]([CH3:20])([CH3:18])[CH3:19])=[O:15])[C:11]2[CH:21]=[C:22]([Cl:28])[C:23]([NH2:25])=[CH:24][C:10]=2[O:9]1)=[O:7], predict the reactants needed to synthesize it. The reactants are: [NH4+].[Cl-].[CH3:3][CH2:4][O:5][C:6]([CH:8]1[CH2:13][N:12]([C:14]([O:16][C:17]([CH3:20])([CH3:19])[CH3:18])=[O:15])[C:11]2[CH:21]=[C:22]([Cl:28])[C:23]([N+:25]([O-])=O)=[CH:24][C:10]=2[O:9]1)=[O:7]. (4) Given the product [Cl:24][C:25]1[C:26]([CH2:35][O:36][C:37]2[CH:38]=[N:39][C:40]([O:44][CH:45]([CH3:47])[CH3:46])=[C:41]([Cl:43])[CH:42]=2)=[CH:27][C:28]([F:34])=[C:29]([CH:33]=1)[C:30]([NH:53][S:50](=[O:52])(=[O:51])[NH:49][CH3:48])=[O:31], predict the reactants needed to synthesize it. The reactants are: ClC1C(OC2C=CC(Cl)=C(C(F)(F)F)C=2)=CC(F)=C(C=1)C(O)=O.[Cl:24][C:25]1[C:26]([CH2:35][O:36][C:37]2[CH:38]=[N:39][C:40]([O:44][CH:45]([CH3:47])[CH3:46])=[C:41]([Cl:43])[CH:42]=2)=[CH:27][C:28]([F:34])=[C:29]([CH:33]=1)[C:30](O)=[O:31].[CH3:48][N:49](C)[S:50]([NH2:53])(=[O:52])=[O:51].CNS(N)(=O)=O. (5) The reactants are: [Cl:1][C:2]1[CH:8]=[C:7]([C:9]([F:12])([F:11])[F:10])[CH:6]=[C:5]([N:13]2[CH:17]=[C:16]([CH3:18])[N:15]=[CH:14]2)[C:3]=1[NH2:4].[N:19]([O-])=O.[Na+].[OH-].[Na+]. Given the product [Cl:1][C:2]1[C:3]2[N:4]=[N:19][C:17]3=[C:16]([CH3:18])[N:15]=[CH:14][N:13]3[C:5]=2[CH:6]=[C:7]([C:9]([F:12])([F:11])[F:10])[CH:8]=1, predict the reactants needed to synthesize it. (6) Given the product [NH2:25][C:13]1[CH:12]=[C:11]([O:10][CH:8]([C:4]2[CH:5]=[CH:6][CH:7]=[C:2]([Br:1])[CH:3]=2)[CH3:9])[CH:16]=[CH:15][C:14]=1[S:17][C:18]1[CH:19]=[CH:20][C:21]([OH:24])=[CH:22][CH:23]=1, predict the reactants needed to synthesize it. The reactants are: [Br:1][C:2]1[CH:3]=[C:4]([CH:8]([O:10][C:11]2[CH:16]=[CH:15][C:14]([S:17][C:18]3[CH:23]=[CH:22][C:21]([OH:24])=[CH:20][CH:19]=3)=[C:13]([N+:25]([O-])=O)[CH:12]=2)[CH3:9])[CH:5]=[CH:6][CH:7]=1.[NH4+].[Cl-]. (7) The reactants are: [CH3:1][S:2]([OH:5])(=[O:4])=[O:3].[Cl:6][C:7]1[C:8]([CH3:42])=[C:9]([NH:13][C:14]([C:16]2[C:24]3[N:23]=[C:22]([C:25]4([CH3:28])[CH2:27][CH2:26]4)[NH:21][C:20]=3[CH:19]=[C:18]([NH:29][C:30]([C:32]3[CH:37]=[CH:36][CH:35]=[CH:34][C:33]=3[C:38]([F:41])([F:40])[F:39])=[O:31])[CH:17]=2)=[O:15])[CH:10]=[CH:11][CH:12]=1. Given the product [CH3:1][S:2]([OH:5])(=[O:4])=[O:3].[Cl:6][C:7]1[C:8]([CH3:42])=[C:9]([NH:13][C:14]([C:16]2[C:24]3[N:23]=[C:22]([C:25]4([CH3:28])[CH2:27][CH2:26]4)[NH:21][C:20]=3[CH:19]=[C:18]([NH:29][C:30]([C:32]3[CH:37]=[CH:36][CH:35]=[CH:34][C:33]=3[C:38]([F:39])([F:40])[F:41])=[O:31])[CH:17]=2)=[O:15])[CH:10]=[CH:11][CH:12]=1, predict the reactants needed to synthesize it. (8) Given the product [CH3:9][O:10][CH2:11][C:36]([CH2:37][O:23][CH3:24])([CH2:40][O:39][CH3:38])[CH:16]([CH3:19])[CH3:17], predict the reactants needed to synthesize it. The reactants are: OCC([CH2:9][O:10][CH3:11])(C(C)C)CO.[H-].[Na+].[CH2:24]([C:16](CO)([CH2:19]O)[CH2:17]C)[OH:23].[OH:23][CH2:24][C:16](COC)([CH:19](C)C)[CH2:17]O.CI.[CH2:36]1[CH2:40][O:39][CH2:38][CH2:37]1.